From a dataset of Forward reaction prediction with 1.9M reactions from USPTO patents (1976-2016). Predict the product of the given reaction. The product is: [CH3:22][S:19]([C:5]1[CH:4]=[CH:3][C:2]([N:23]2[CH2:28][CH2:27][NH:26][CH2:25][CH2:24]2)=[CH:7][C:6]=1[NH:8][CH:9]1[C:18]2[C:13](=[CH:14][CH:15]=[CH:16][CH:17]=2)[O:12][CH2:11][CH2:10]1)(=[O:21])=[O:20]. Given the reactants F[C:2]1[CH:3]=[CH:4][C:5]([S:19]([CH3:22])(=[O:21])=[O:20])=[C:6]([NH:8][CH:9]2[C:18]3[C:13](=[CH:14][CH:15]=[CH:16][CH:17]=3)[O:12][CH2:11][CH2:10]2)[CH:7]=1.[NH:23]1[CH2:28][CH2:27][NH:26][CH2:25][CH2:24]1.C(N(CC)C(C)C)(C)C, predict the reaction product.